From a dataset of Reaction yield outcomes from USPTO patents with 853,638 reactions. Predict the reaction yield, written as a fraction of the theoretical maximum amount of product (1.0 means a 100% yield; for example, 0.34 means a 34% yield). (1) The reactants are [F:1][CH:2]([F:11])[O:3][C:4]1[CH:9]=[CH:8][C:7]([NH2:10])=[CH:6][CH:5]=1.P(=O)(O)(O)O.[N+]([O-])(O)=O.[N:21]([O-])=O.[Na+].[CH3:25][C:26](=[O:31])[CH2:27][C:28](=[O:30])[CH3:29].C([O-])(=O)C.[K+].C(=O)([O-])[O-].[Na+].[Na+]. The catalyst is C(O)C. The product is [F:1][CH:2]([F:11])[O:3][C:4]1[CH:5]=[CH:6][C:7]([N:10]=[N:21][CH:27]([C:26](=[O:31])[CH3:25])[C:28](=[O:30])[CH3:29])=[CH:8][CH:9]=1. The yield is 1.00. (2) The reactants are [N+:1]([O-:4])(O)=[O:2].S(=O)(=O)(O)O.[CH3:10][C:11]1[N:16]([CH2:17][CH2:18][CH3:19])[C:15](=[O:20])[NH:14][C:13](=[O:21])[CH:12]=1. The catalyst is O. The product is [N+:1]([C:12]1[C:13](=[O:21])[NH:14][C:15](=[O:20])[N:16]([CH2:17][CH2:18][CH3:19])[C:11]=1[CH3:10])([O-:4])=[O:2]. The yield is 0.750. (3) The reactants are [CH2:1]([N:3]1[C:8]2[CH:9]=[CH:10][C:11]([N+:13]([O-])=O)=[CH:12][C:7]=2[O:6][CH:5]([CH:16]([CH3:18])[CH3:17])[C:4]1=[O:19])[CH3:2].[H][H]. The catalyst is CO.[Pd]. The product is [NH2:13][C:11]1[CH:10]=[CH:9][C:8]2[N:3]([CH2:1][CH3:2])[C:4](=[O:19])[CH:5]([CH:16]([CH3:17])[CH3:18])[O:6][C:7]=2[CH:12]=1. The yield is 0.960. (4) The reactants are Cl.[NH:2]1[CH2:6][CH2:5][CH2:4][C@H:3]1[C:7]([O:9][CH2:10][CH3:11])=[O:8].[CH:12]1[CH:17]=[CH:16][C:15]([CH2:18][O:19][C:20](Cl)=[O:21])=[CH:14][CH:13]=1. The catalyst is C(Cl)Cl. The product is [N:2]1([C:20]([O:19][CH2:18][C:15]2[CH:16]=[CH:17][CH:12]=[CH:13][CH:14]=2)=[O:21])[CH2:6][CH2:5][CH2:4][C@H:3]1[C:7]([O:9][CH2:10][CH3:11])=[O:8]. The yield is 0.880. (5) The reactants are [Cl:1][C:2]1[CH:7]=[CH:6][C:5]([C:8]2[CH:9]=[C:10]([C:18]([OH:20])=O)[N:11]([N:13]=[CH:14][N:15]([CH3:17])[CH3:16])N=2)=[CH:4][CH:3]=1.[CH:21]1[CH:22]=[CH:23][C:24]2[N:29](O)N=[N:27][C:25]=2C=1.[CH3:31]CN=C=NCCCN(C)C.Cl.CC[N:45]([CH:49]([CH3:51])C)[CH:46]([CH3:48])C.CN([CH:55]=[O:56])C. No catalyst specified. The product is [Cl:1][C:2]1[CH:3]=[CH:4][C:5]([C:8]2[CH:9]=[C:10]([C:18]([NH:29][C:24]3[CH:25]=[N:27][C:21]([N:45]4[CH2:46][CH2:48][CH:55]([OH:56])[CH2:51][CH2:49]4)=[CH:22][CH:23]=3)=[O:20])[N:11]([N:13]=[CH:14][N:15]([CH3:16])[CH3:17])[CH:31]=2)=[CH:6][CH:7]=1. The yield is 0.370. (6) The reactants are [S:1]1[CH:5]=[CH:4][C:3]([NH:6][C:7](=[O:12])[C:8]([CH3:11])([CH3:10])[CH3:9])=[CH:2]1.[Li]CCCC.CN([CH:21]=[O:22])C. The catalyst is C1COCC1. The product is [CH:21]([C:2]1[S:1][CH:5]=[CH:4][C:3]=1[NH:6][C:7](=[O:12])[C:8]([CH3:9])([CH3:11])[CH3:10])=[O:22]. The yield is 0.800. (7) The reactants are [C:1]([O:5][C:6]([NH:8][C@@H:9]1[CH2:12][C@H:11]([C:13]([OH:15])=O)[C:10]1([CH3:17])[CH3:16])=[O:7])([CH3:4])([CH3:3])[CH3:2].C1C=CC2N(O)N=NC=2C=1.Cl.[NH2:29][C@@H:30]([CH2:35][CH:36]([CH3:38])[CH3:37])[C:31]([O:33][CH3:34])=[O:32].CCN(CC)CC. The catalyst is C(Cl)Cl. The product is [C:1]([O:5][C:6]([NH:8][C@@H:9]1[CH2:12][C@H:11]([C:13]([NH:29][C@@H:30]([CH2:35][CH:36]([CH3:38])[CH3:37])[C:31]([O:33][CH3:34])=[O:32])=[O:15])[C:10]1([CH3:17])[CH3:16])=[O:7])([CH3:2])([CH3:3])[CH3:4]. The yield is 0.394.